From a dataset of Forward reaction prediction with 1.9M reactions from USPTO patents (1976-2016). Predict the product of the given reaction. (1) Given the reactants [C:1]1(=[O:7])[O:6][C:4](=[O:5])[CH2:3][CH2:2]1.[C:8]([NH2:12])([CH3:11])([CH3:10])[CH3:9], predict the reaction product. The product is: [C:8]([NH:12][C:1](=[O:7])[CH2:2][CH2:3][C:4]([OH:6])=[O:5])([CH3:11])([CH3:10])[CH3:9]. (2) Given the reactants [NH:1]1[C:9]2[C:4](=[CH:5][CH:6]=[CH:7][CH:8]=2)[CH:3]=[C:2]1[CH:10]=O.[NH:12]1[C:16]2[CH:17]=[CH:18][CH:19]=[CH:20][C:15]=2[N:14]=[C:13]1[CH2:21][N:22]([CH:28]1[C:37]2[N:36]=[CH:35][CH:34]=[CH:33][C:32]=2[CH2:31][CH2:30][CH2:29]1)[CH2:23][CH2:24][CH2:25][CH2:26][NH2:27].[BH4-].[Na+], predict the reaction product. The product is: [NH:12]1[C:16]2[CH:17]=[CH:18][CH:19]=[CH:20][C:15]=2[N:14]=[C:13]1[CH2:21][N:22]([CH:28]1[C:37]2[N:36]=[CH:35][CH:34]=[CH:33][C:32]=2[CH2:31][CH2:30][CH2:29]1)[CH2:23][CH2:24][CH2:25][CH2:26][NH:27][CH2:10][C:2]1[NH:1][C:9]2[C:4]([CH:3]=1)=[CH:5][CH:6]=[CH:7][CH:8]=2. (3) The product is: [N+:12]([C:15]1[CH:20]=[C:19]([C:2]2[CH:11]=[N:10][C:5]3[O:6][CH2:7][CH2:8][NH:9][C:4]=3[CH:3]=2)[CH:18]=[CH:17][CH:16]=1)([O-:14])=[O:13]. Given the reactants Br[C:2]1[CH:11]=[N:10][C:5]2[O:6][CH2:7][CH2:8][NH:9][C:4]=2[CH:3]=1.[N+:12]([C:15]1[CH:16]=[C:17](B(O)O)[CH:18]=[CH:19][CH:20]=1)([O-:14])=[O:13].C(=O)([O-])[O-].[K+].[K+], predict the reaction product. (4) Given the reactants [CH2:1]([O:3][C:4]([C@H:6]1[C@@H:11]([C:12]2[CH:17]=[CH:16][C:15]([C:18]3[CH:23]=[CH:22][CH:21]=[CH:20][CH:19]=3)=[CH:14][CH:13]=2)[CH2:10][CH2:9][NH:8][CH2:7]1)=[O:5])[CH3:2].C(=O)([O-])[O-].[K+].[K+].[C:30](O[C:30]([O:32][C:33]([CH3:36])([CH3:35])[CH3:34])=[O:31])([O:32][C:33]([CH3:36])([CH3:35])[CH3:34])=[O:31], predict the reaction product. The product is: [CH2:1]([O:3][C:4]([C@H:6]1[C@@H:11]([C:12]2[CH:13]=[CH:14][C:15]([C:18]3[CH:19]=[CH:20][CH:21]=[CH:22][CH:23]=3)=[CH:16][CH:17]=2)[CH2:10][CH2:9][N:8]([C:30]([O:32][C:33]([CH3:36])([CH3:35])[CH3:34])=[O:31])[CH2:7]1)=[O:5])[CH3:2]. (5) Given the reactants C(OC1C=C2C(=CC=1OC)NC=C2CC(O)=O)C1C=CC=CC=1.[CH3:24][S:25]([NH:28][C:29]1[CH:30]=[C:31]2[C:35](=[CH:36][CH:37]=1)[NH:34][CH:33]=[C:32]2[CH2:38][C:39]([O:41]C)=[O:40])(=[O:27])=[O:26], predict the reaction product. The product is: [CH3:24][S:25]([NH:28][C:29]1[CH:30]=[C:31]2[C:35](=[CH:36][CH:37]=1)[NH:34][CH:33]=[C:32]2[CH2:38][C:39]([OH:41])=[O:40])(=[O:26])=[O:27]. (6) Given the reactants [C:1]1(=[C:6]([C:9]2[N:10]=[N:11][N:12](C(C3C=CC=CC=3)(C3C=CC=CC=3)C3C=CC=CC=3)[N:13]=2)[C:7]#[N:8])[CH2:5][CH2:4][CH2:3][CH2:2]1.Cl, predict the reaction product. The product is: [CH:1]1([CH:6]([C:9]2[NH:13][N:12]=[N:11][N:10]=2)[CH2:7][NH2:8])[CH2:5][CH2:4][CH2:3][CH2:2]1. (7) The product is: [F:1][C:2]1[CH:3]=[CH:4][C:5]([N:8]2[C:12]3[CH:13]=[C:14]4[C@:19]([C:21]([C:23]5[S:24][CH:25]=[CH:26][N:27]=5)=[O:22])([CH2:20][C:11]=3[CH:10]=[N:9]2)[CH2:18][N:17]([S:51]([C:48]2[CH:49]=[CH:50][C:45]([F:44])=[CH:46][CH:47]=2)(=[O:53])=[O:52])[CH2:16][CH2:15]4)=[CH:6][CH:7]=1. Given the reactants [F:1][C:2]1[CH:7]=[CH:6][C:5]([N:8]2[C:12]3[CH:13]=[C:14]4[C@:19]([C:21]([C:23]5[S:24][CH:25]=[CH:26][N:27]=5)=[O:22])([CH2:20][C:11]=3[CH:10]=[N:9]2)[CH2:18][N:17](C(OC(C)(C)C)=O)[CH2:16][CH2:15]4)=[CH:4][CH:3]=1.C(N(C(C)C)CC)(C)C.[F:44][C:45]1[CH:50]=[CH:49][C:48]([S:51](Cl)(=[O:53])=[O:52])=[CH:47][CH:46]=1, predict the reaction product. (8) Given the reactants [Br:1][C:2]1[CH:3]=[N:4][C:5](C#N)=[N:6][CH:7]=1.C[Mg]Br.[CH2:13]1[CH2:17][O:16]CC1, predict the reaction product. The product is: [Br:1][C:2]1[CH:3]=[N:4][C:5]([C:17](=[O:16])[CH3:13])=[N:6][CH:7]=1. (9) Given the reactants [NH2:1][CH:2]1[CH2:7][CH2:6][CH2:5][CH2:4][CH:3]1[OH:8].N1C(C)=CC=CC=1C.[F:17][C:18]([F:31])([F:30])[S:19](O[S:19]([C:18]([F:31])([F:30])[F:17])(=[O:21])=[O:20])(=[O:21])=[O:20].[C:32](Cl)(=[O:36])[C:33]([CH3:35])=[CH2:34], predict the reaction product. The product is: [C:32]([O:8][CH:3]1[CH2:4][CH2:5][CH2:6][CH2:7][CH:2]1[NH:1][S:19]([C:18]([F:31])([F:30])[F:17])(=[O:21])=[O:20])(=[O:36])[C:33]([CH3:35])=[CH2:34].